From a dataset of Catalyst prediction with 721,799 reactions and 888 catalyst types from USPTO. Predict which catalyst facilitates the given reaction. (1) Reactant: [OH:1][CH2:2][C:3]12[CH2:10][C:7]([NH:11][C:12](=[O:18])[O:13][C:14]([CH3:17])([CH3:16])[CH3:15])([CH2:8][CH2:9]1)[CH2:6][CH2:5][CH2:4]2.C1C=C[NH+]=CC=1.[O-][Cr](Cl)(=O)=O. Product: [CH:2]([C:3]12[CH2:10][C:7]([NH:11][C:12](=[O:18])[O:13][C:14]([CH3:16])([CH3:15])[CH3:17])([CH2:8][CH2:9]1)[CH2:6][CH2:5][CH2:4]2)=[O:1]. The catalyst class is: 2. (2) Reactant: [C:1]([O:5][C:6]([N:8]1[CH2:12][C@@H:11]([OH:13])[CH2:10][C@@H:9]1[C:14]([OH:16])=O)=[O:7])([CH3:4])([CH3:3])[CH3:2].CC[N:19]=C=NCCCN(C)C.Cl.C1C=C2N=NN(O)C2=CC=1.O.N. The catalyst class is: 10. Product: [C:14]([C@H:9]1[CH2:10][C@H:11]([OH:13])[CH2:12][N:8]1[C:6]([O:5][C:1]([CH3:4])([CH3:3])[CH3:2])=[O:7])(=[O:16])[NH2:19]. (3) Reactant: [C:1]([O:5][C:6]([N:8]1[CH2:13][CH2:12][CH:11]([CH2:14][C:15]2[CH:20]=[CH:19][C:18]([NH2:21])=[CH:17][CH:16]=2)[CH2:10][CH2:9]1)=[O:7])([CH3:4])([CH3:3])[CH3:2].Cl[CH2:23][CH2:24][O:25][CH2:26][CH2:27]Cl.C(=O)([O-])[O-].[K+].[K+].O. Product: [C:1]([O:5][C:6]([N:8]1[CH2:13][CH2:12][CH:11]([CH2:14][C:15]2[CH:20]=[CH:19][C:18]([N:21]3[CH2:27][CH2:26][O:25][CH2:24][CH2:23]3)=[CH:17][CH:16]=2)[CH2:10][CH2:9]1)=[O:7])([CH3:4])([CH3:2])[CH3:3]. The catalyst class is: 51. (4) Reactant: [F:1][C:2]1[N:6]([C:7]2[CH:12]=[CH:11][CH:10]=[CH:9][CH:8]=2)[N:5]=[C:4]([C:13]([F:16])([F:15])[F:14])[C:3]=1[CH2:17]O.P(Br)(Br)[Br:20].O. Product: [Br:20][CH2:17][C:3]1[C:4]([C:13]([F:16])([F:15])[F:14])=[N:5][N:6]([C:7]2[CH:12]=[CH:11][CH:10]=[CH:9][CH:8]=2)[C:2]=1[F:1]. The catalyst class is: 27. (5) Reactant: [CH3:1][NH:2][CH2:3][CH2:4][OH:5].C(=O)([O-])[O-].[K+].[K+].[C:20](O[C:20]([O:22][C:23]([CH3:26])([CH3:25])[CH3:24])=[O:21])([O:22][C:23]([CH3:26])([CH3:25])[CH3:24])=[O:21]. Product: [OH:5][CH2:4][CH2:3][N:2]([CH3:1])[C:20](=[O:21])[O:22][C:23]([CH3:24])([CH3:25])[CH3:26]. The catalyst class is: 6. (6) Reactant: Cl[C:2]1[N:6]([CH3:7])[C:5]2[C:8]([CH:13]([CH2:16][CH3:17])[CH2:14][CH3:15])=[CH:9][CH:10]=[C:11]([Cl:12])[C:4]=2[N:3]=1.[Br:18][C:19]1[CH:24]=[C:23]([Br:25])[N:22]=[C:21]([CH3:26])[C:20]=1[OH:27].C(=O)([O-])[O-].[K+].[K+].CN(C)C=O. Product: [Cl:12][C:11]1[C:4]2[N:3]=[C:2]([O:27][C:20]3[C:21]([CH3:26])=[N:22][C:23]([Br:25])=[CH:24][C:19]=3[Br:18])[N:6]([CH3:7])[C:5]=2[C:8]([CH:13]([CH2:16][CH3:17])[CH2:14][CH3:15])=[CH:9][CH:10]=1. The catalyst class is: 6. (7) Reactant: [Br:1][C:2]1[CH:7]=[C:6]([C:8]2[CH2:9][C:10]([C:17]3[CH:22]=[C:21]([Cl:23])[CH:20]=[C:19]([Cl:24])[CH:18]=3)([C:13]([F:16])([F:15])[F:14])[CH2:11][N:12]=2)[CH:5]=[CH:4][C:3]=1[CH2:25][NH2:26].[C:27](OC(=O)C)(=[O:29])[CH3:28]. Product: [Br:1][C:2]1[CH:7]=[C:6]([C:8]2[CH2:9][C:10]([C:17]3[CH:22]=[C:21]([Cl:23])[CH:20]=[C:19]([Cl:24])[CH:18]=3)([C:13]([F:14])([F:15])[F:16])[CH2:11][N:12]=2)[CH:5]=[CH:4][C:3]=1[CH2:25][NH:26][C:27](=[O:29])[CH3:28]. The catalyst class is: 1. (8) Reactant: [Cl:1][CH2:2][CH2:3][CH2:4][O:5][C:6]1[C:15]2[C:10](=[CH:11][CH:12]=[CH:13][CH:14]=2)[C:9]([NH2:16])=[CH:8][CH:7]=1.[F:17][C:18]1[CH:19]=[C:20]([CH:24]=[C:25]([N:27]2[CH2:32][CH2:31][CH2:30][CH2:29][CH2:28]2)[CH:26]=1)[C:21](O)=[O:22].CN(C(ON1N=NC2C=CC=CC1=2)=[N+](C)C)C.F[P-](F)(F)(F)(F)F.CCN(C(C)C)C(C)C. Product: [Cl:1][CH2:2][CH2:3][CH2:4][O:5][C:6]1[C:15]2[C:10](=[CH:11][CH:12]=[CH:13][CH:14]=2)[C:9]([NH:16][C:21](=[O:22])[C:20]2[CH:24]=[C:25]([N:27]3[CH2:28][CH2:29][CH2:30][CH2:31][CH2:32]3)[CH:26]=[C:18]([F:17])[CH:19]=2)=[CH:8][CH:7]=1. The catalyst class is: 39. (9) Product: [CH2:19]([O:16][C:10]1[CH:11]=[CH:12][C:13]([F:15])=[CH:14][C:9]=1[C:3]1[C:2]([Cl:1])=[CH:7][CH:6]=[CH:5][C:4]=1[Cl:8])[CH:18]=[CH2:17]. Reactant: [Cl:1][C:2]1[CH:7]=[CH:6][CH:5]=[C:4]([Cl:8])[C:3]=1[C:9]1[C:10]([OH:16])=[CH:11][CH:12]=[C:13]([F:15])[CH:14]=1.[CH2:17](Br)[CH:18]=[CH2:19].C(=O)([O-])[O-].[K+].[K+].O. The catalyst class is: 3. (10) Reactant: C1(P(C2C=CC=CC=2)C2C=CC=CC=2)C=CC=CC=1.[CH3:20][C:21]1[CH:29]=[C:28]([N:30]2[C:34]([NH:35][CH2:36][C:37]3[CH:45]=[CH:44][CH:43]=[C:42]4[C:38]=3[CH:39]=[CH:40][NH:41]4)=[N:33][N:32]=[N:31]2)[CH:27]=[C:26]([CH3:46])[C:22]=1[C:23]([OH:25])=O.ClN1C(=O)CCC1=O.[CH3:55][O:56][C:57](=[O:66])[CH:58]([P:60]([O:64][CH3:65])([O:62][CH3:63])=[O:61])[NH2:59].COC(=O)C(P(OC)(OC)=O)NC(OCC1C=CC=CC=1)=O. Product: [CH3:55][O:56][C:57](=[O:66])[CH:58]([P:60]([O:62][CH3:63])([O:64][CH3:65])=[O:61])[NH:59][C:23](=[O:25])[C:22]1[C:26]([CH3:46])=[CH:27][C:28]([N:30]2[C:34]([NH:35][CH2:36][C:37]3[CH:45]=[CH:44][CH:43]=[C:42]4[C:38]=3[CH:39]=[CH:40][NH:41]4)=[N:33][N:32]=[N:31]2)=[CH:29][C:21]=1[CH3:20]. The catalyst class is: 4.